Dataset: Full USPTO retrosynthesis dataset with 1.9M reactions from patents (1976-2016). Task: Predict the reactants needed to synthesize the given product. (1) Given the product [CH3:24][N:25]([CH3:27])[CH:26]=[C:11]1[C:10](=[O:15])[C:9]([C:5]2[CH:6]=[CH:7][CH:8]=[C:3]([O:2][CH3:1])[CH:4]=2)([CH2:16][CH2:17][CH3:18])[CH2:14][CH2:13][CH2:12]1, predict the reactants needed to synthesize it. The reactants are: [CH3:1][O:2][C:3]1[CH:4]=[C:5]([C:9]2([CH2:16][CH2:17][CH3:18])[CH2:14][CH2:13][CH2:12][CH2:11][C:10]2=[O:15])[CH:6]=[CH:7][CH:8]=1.C(O[CH:24](N(C)C)[N:25]([CH3:27])[CH3:26])(C)(C)C. (2) Given the product [C:1]1(=[N:12][OH:13])[C:10]2[C:5](=[CH:6][CH:7]=[CH:8][CH:9]=2)[CH2:4][CH2:3][CH2:2]1, predict the reactants needed to synthesize it. The reactants are: [C:1]1(=O)[C:10]2[C:5](=[CH:6][CH:7]=[CH:8][CH:9]=2)[CH2:4][CH2:3][CH2:2]1.[NH2:12][OH:13]. (3) Given the product [Br:1][C:2]1[C:3]2[N:4]([C:9]([N:14]([CH2:18][CH2:19][CH3:20])[CH2:15][CH2:16][CH3:17])=[C:10]([S:12][CH3:13])[N:11]=2)[CH:5]=[C:6]([CH3:8])[CH:7]=1, predict the reactants needed to synthesize it. The reactants are: [Br:1][C:2]1[C:3]2[N:4]([C:9]([NH:14][CH2:15][CH2:16][CH3:17])=[C:10]([S:12][CH3:13])[N:11]=2)[CH:5]=[C:6]([CH3:8])[CH:7]=1.[CH:18](=O)[CH2:19][CH3:20].S(=O)(=O)(O)O.[BH4-].[Na+].[OH-].[Na+]. (4) Given the product [Cl:1][C:2]1[C:7]([CH3:8])=[C:6]([C:9]2[CH:13]=[N:12][NH:11][CH:10]=2)[C:5]([C:19]2[CH:24]=[C:23]([F:25])[CH:22]=[C:21]([F:26])[CH:20]=2)=[C:4]([CH:27]([NH:29][C:31]2[N:39]=[CH:38][N:37]=[C:36]3[C:32]=2[N:33]=[CH:34][NH:35]3)[CH3:28])[CH:3]=1, predict the reactants needed to synthesize it. The reactants are: [Cl:1][C:2]1[C:7]([CH3:8])=[C:6]([C:9]2[CH:10]=[N:11][N:12](C(OCC)C)[CH:13]=2)[C:5]([C:19]2[CH:24]=[C:23]([F:25])[CH:22]=[C:21]([F:26])[CH:20]=2)=[C:4]([CH:27]([NH2:29])[CH3:28])[CH:3]=1.Br[C:31]1[N:39]=[CH:38][N:37]=[C:36]2[C:32]=1[N:33]=[CH:34][NH:35]2.C(N(CC)C(C)C)(C)C.Cl.O.